Dataset: Forward reaction prediction with 1.9M reactions from USPTO patents (1976-2016). Task: Predict the product of the given reaction. Given the reactants [CH3:1][C:2]1[NH:3][C:4]2[C:9]([C:10]=1[CH3:11])=[CH:8][CH:7]=[CH:6][C:5]=2[C:12]([OH:14])=O.CCN=C=NCCCN(C)C.C1C=CC2N(O)N=NC=2C=1.CCN(C(C)C)C(C)C.[CH3:45][C:46]([NH2:50])([C:48]#[CH:49])[CH3:47], predict the reaction product. The product is: [CH3:1][C:2]1[NH:3][C:4]2[C:9]([C:10]=1[CH3:11])=[CH:8][CH:7]=[CH:6][C:5]=2[C:12]([NH:50][C:46]([CH3:47])([C:48]#[CH:49])[CH3:45])=[O:14].